Dataset: Full USPTO retrosynthesis dataset with 1.9M reactions from patents (1976-2016). Task: Predict the reactants needed to synthesize the given product. Given the product [F:25][C:24]1[C:15]([C:7]2[C:8]3[C:13](=[CH:12][CH:11]=[CH:10][C:9]=3[F:14])[N:5]([CH2:4][C:3]3[C:2]([CH:36]=[CH2:37])=[CH:31][CH:30]=[CH:29][C:28]=3[C:32]([F:35])([F:33])[F:34])[N:6]=2)=[CH:16][C:17]([O:26][CH3:27])=[C:18]([CH:23]=1)[C:19]([O:21][CH3:22])=[O:49], predict the reactants needed to synthesize it. The reactants are: Br[C:2]1[CH:31]=[CH:30][CH:29]=[C:28]([C:32]([F:35])([F:34])[F:33])[C:3]=1[CH2:4][N:5]1[C:13]2[C:8](=[C:9]([F:14])[CH:10]=[CH:11][CH:12]=2)[C:7]([C:15]2[C:24]([F:25])=[CH:23][C:18]([C:19]([O:21][CH3:22])=O)=[C:17]([O:26][CH3:27])[CH:16]=2)=[N:6]1.[CH:36](B(O)O)=[CH2:37].[O-]P([O-])([O-])=O.[K+].[K+].[K+].[OH2:49].